From a dataset of Reaction yield outcomes from USPTO patents with 853,638 reactions. Predict the reaction yield, written as a fraction of the theoretical maximum amount of product (1.0 means a 100% yield; for example, 0.34 means a 34% yield). (1) The reactants are [CH3:1][C:2]1[C:7]2([CH2:9][CH2:8]2)[O:6][C@@H:5]([C:10]2[CH:15]=[CH:14][N:13]=[CH:12][C:11]=2[N+:16]([O-:18])=[O:17])[CH2:4][C:3]=1[O:19][Si](CC)(CC)CC.CC1(C)O[O:29]1.CC(C)=O. The catalyst is C(Cl)Cl. The product is [OH:29][C@:2]1([CH3:1])[C:7]2([CH2:9][CH2:8]2)[O:6][C@@H:5]([C:10]2[CH:15]=[CH:14][N:13]=[CH:12][C:11]=2[N+:16]([O-:18])=[O:17])[CH2:4][C:3]1=[O:19]. The yield is 0.450. (2) The reactants are [C:1]([O:5][C:6]([N:8]1[CH2:13][CH2:12][C:11](=[CH2:14])[CH2:10][CH2:9]1)=[O:7])([CH3:4])([CH3:3])[CH3:2].B1C2CCCC1CCC2.Br[C:25]1[CH:26]=[C:27]2[C:31](=[C:32]([CH3:34])[CH:33]=1)[C:30](=[O:35])[N:29]([CH2:36][CH:37]1[CH2:39][CH2:38]1)[CH2:28]2.C(=O)([O-])[O-].[K+].[K+]. The catalyst is C1C=CC(P(C2C=CC=CC=2)[C-]2C=CC=C2)=CC=1.C1C=CC(P(C2C=CC=CC=2)[C-]2C=CC=C2)=CC=1.Cl[Pd]Cl.[Fe+2].O.CN(C=O)C. The product is [C:1]([O:5][C:6]([N:8]1[CH2:13][CH2:12][CH:11]([CH2:14][C:25]2[CH:26]=[C:27]3[C:31](=[C:32]([CH3:34])[CH:33]=2)[C:30](=[O:35])[N:29]([CH2:36][CH:37]2[CH2:39][CH2:38]2)[CH2:28]3)[CH2:10][CH2:9]1)=[O:7])([CH3:4])([CH3:3])[CH3:2]. The yield is 0.530.